From a dataset of Catalyst prediction with 721,799 reactions and 888 catalyst types from USPTO. Predict which catalyst facilitates the given reaction. (1) Reactant: [CH3:1][O:2][C:3]1[CH:4]=[C:5]2[C:10](=[CH:11][C:12]=1[O:13][CH3:14])[N:9]=[CH:8][N:7]=[C:6]2[O:15][C:16]1[CH:22]=[CH:21][C:19]([NH2:20])=[CH:18][CH:17]=1.C1(C)C=CC=CC=1.C(N(CC)CC)C.Cl[C:38](Cl)([O:40]C(=O)OC(Cl)(Cl)Cl)Cl.[F:49][C:50]1[CH:58]=[C:57]([F:59])[C:56]([F:60])=[CH:55][C:51]=1[CH:52]([OH:54])[CH3:53]. The catalyst class is: 2. Product: [CH3:1][O:2][C:3]1[CH:4]=[C:5]2[C:10](=[CH:11][C:12]=1[O:13][CH3:14])[N:9]=[CH:8][N:7]=[C:6]2[O:15][C:16]1[CH:22]=[CH:21][C:19]([NH:20][C:38](=[O:40])[O:54][CH:52]([C:51]2[CH:55]=[C:56]([F:60])[C:57]([F:59])=[CH:58][C:50]=2[F:49])[CH3:53])=[CH:18][CH:17]=1. (2) Reactant: [Br:1][C:2]1[CH:3]=[CH:4][C:5]([O:10][CH2:11][CH2:12]Br)=[C:6]([CH:9]=1)[CH:7]=[O:8].C([O-])([O-])=O.[K+].[K+].[Br:20][C:21]1[CH:22]=[C:23]([OH:27])[CH:24]=[CH:25][CH:26]=1. Product: [Br:1][C:2]1[CH:3]=[CH:4][C:5]([O:10][CH2:11][CH2:12][O:27][C:23]2[CH:24]=[CH:25][CH:26]=[C:21]([Br:20])[CH:22]=2)=[C:6]([CH:9]=1)[CH:7]=[O:8]. The catalyst class is: 3. (3) Reactant: [F:1][C:2]([F:41])([F:40])[C:3]1[CH:4]=[C:5]([CH:33]=[C:34]([C:36]([F:39])([F:38])[F:37])[CH:35]=1)[CH2:6][N:7]([C:27]1[N:28]=[N:29][N:30]([CH3:32])[N:31]=1)[C@H:8]1[CH2:14][CH2:13][CH2:12][N:11]([CH2:15][C:16]#[N:17])[C:10]2[CH:18]=[C:19]([C:23]([F:26])([F:25])[F:24])[C:20]([CH3:22])=[CH:21][C:9]1=2.[N:42]([Sn](CCCC)(CCCC)CCCC)=[N+:43]=[N-:44]. Product: [F:37][C:36]([F:39])([F:38])[C:34]1[CH:33]=[C:5]([CH:4]=[C:3]([C:2]([F:40])([F:1])[F:41])[CH:35]=1)[CH2:6][N:7]([C:27]1[N:28]=[N:29][N:30]([CH3:32])[N:31]=1)[C@H:8]1[CH2:14][CH2:13][CH2:12][N:11]([CH2:15][C:16]2[N:42]=[N:43][NH:44][N:17]=2)[C:10]2[CH:18]=[C:19]([C:23]([F:24])([F:25])[F:26])[C:20]([CH3:22])=[CH:21][C:9]1=2. The catalyst class is: 133. (4) Reactant: [CH3:1][S:2]([NH:5][C:6]1[CH:20]=[CH:19][C:9]([CH2:10][NH:11][C:12](=[O:18])[O:13][C:14]([CH3:17])([CH3:16])[CH3:15])=[CH:8][C:7]=1I)(=[O:4])=[O:3].[CH2:22]([Sn](CCCC)(CCCC)C=C)[CH2:23]CC. The catalyst class is: 109. Product: [CH3:1][S:2]([NH:5][C:6]1[CH:20]=[CH:19][C:9]([CH2:10][NH:11][C:12](=[O:18])[O:13][C:14]([CH3:17])([CH3:16])[CH3:15])=[CH:8][C:7]=1[CH:22]=[CH2:23])(=[O:4])=[O:3]. (5) Reactant: N[C:2]1[CH2:3][C:4]([C:20]([O:22][CH2:23][CH3:24])=[O:21])=[CH:5][C:6]2[CH:12]=[CH:11][C:10]([C:13]([F:19])([F:18])[C:14]([F:17])([F:16])[F:15])=[CH:9][C:7]=2[N:8]=1.[CH3:25][C:26]([O:29][C:30](O[C:30]([O:29][C:26]([CH3:28])([CH3:27])[CH3:25])=[O:31])=[O:31])([CH3:28])[CH3:27]. Product: [C:26]([O:29][C:30]([C:2]1[CH2:3][C:4]([C:20]([O:22][CH2:23][CH3:24])=[O:21])=[CH:5][C:6]2[CH:12]=[CH:11][C:10]([C:13]([F:18])([F:19])[C:14]([F:16])([F:17])[F:15])=[CH:9][C:7]=2[N:8]=1)=[O:31])([CH3:28])([CH3:27])[CH3:25]. The catalyst class is: 2. (6) Reactant: [F:1][C:2]([F:52])([F:51])[C:3]1[CH:4]=[C:5]([CH:44]=[C:45]([C:47]([F:50])([F:49])[F:48])[CH:46]=1)[CH2:6][N:7]([CH2:23][C:24]1[CH:29]=[C:28]([C:30]([F:33])([F:32])[F:31])[CH:27]=[CH:26][C:25]=1[O:34][C:35]1[CH:40]=[C:39]([N:41]([CH3:43])[CH3:42])[N:38]=[CH:37][N:36]=1)[C:8]1[N:13]=[CH:12][C:11]([O:14][CH2:15][CH2:16][CH2:17][C:18]([O:20]CC)=[O:19])=[CH:10][N:9]=1.[OH-].[Na+].Cl.C(OCC)(=O)C. Product: [F:52][C:2]([F:1])([F:51])[C:3]1[CH:4]=[C:5]([CH:44]=[C:45]([C:47]([F:48])([F:49])[F:50])[CH:46]=1)[CH2:6][N:7]([CH2:23][C:24]1[CH:29]=[C:28]([C:30]([F:31])([F:32])[F:33])[CH:27]=[CH:26][C:25]=1[O:34][C:35]1[CH:40]=[C:39]([N:41]([CH3:43])[CH3:42])[N:38]=[CH:37][N:36]=1)[C:8]1[N:9]=[CH:10][C:11]([O:14][CH2:15][CH2:16][CH2:17][C:18]([OH:20])=[O:19])=[CH:12][N:13]=1. The catalyst class is: 8. (7) Reactant: FC(F)(F)C([NH:5][CH2:6][CH2:7][C:8]1[CH:13]=[CH:12][C:11]([O:14][CH3:15])=[C:10]([S:16]([N:19]2[CH2:24][CH2:23][N:22]([CH3:25])[CH2:21][CH2:20]2)(=[O:18])=[O:17])[CH:9]=1)=O.C([O-])([O-])=O.[K+].[K+].[ClH:34]. Product: [ClH:34].[ClH:34].[CH3:15][O:14][C:11]1[CH:12]=[CH:13][C:8]([CH2:7][CH2:6][NH2:5])=[CH:9][C:10]=1[S:16]([N:19]1[CH2:20][CH2:21][N:22]([CH3:25])[CH2:23][CH2:24]1)(=[O:17])=[O:18]. The catalyst class is: 24.